This data is from Catalyst prediction with 721,799 reactions and 888 catalyst types from USPTO. The task is: Predict which catalyst facilitates the given reaction. (1) Reactant: [C:1]([O:5][C:6]([N:8]([CH2:10][C:11]1[CH:12]=[C:13]([C:28]2[CH:33]=[CH:32][CH:31]=[CH:30][CH:29]=2)[N:14]([S:16]([C:19]2[CH:20]=[C:21]([CH:25]=[CH:26][CH:27]=2)[C:22]([OH:24])=O)(=[O:18])=[O:17])[CH:15]=1)[CH3:9])=[O:7])([CH3:4])([CH3:3])[CH3:2].Cl.C(N=C=N[CH2:40][CH2:41][CH2:42][N:43](C)C)C.ON1C2C=CC=CC=2N=N1.C1(N)CC1. Product: [CH:42]1([NH:43][C:22]([C:21]2[CH:20]=[C:19]([S:16]([N:14]3[C:13]([C:28]4[CH:29]=[CH:30][CH:31]=[CH:32][CH:33]=4)=[CH:12][C:11]([CH2:10][N:8]([CH3:9])[C:6](=[O:7])[O:5][C:1]([CH3:4])([CH3:3])[CH3:2])=[CH:15]3)(=[O:18])=[O:17])[CH:27]=[CH:26][CH:25]=2)=[O:24])[CH2:40][CH2:41]1. The catalyst class is: 35. (2) Reactant: [NH:1]1[CH2:5][CH2:4][C@H:3]([NH:6][C:7](=[O:13])[O:8][C:9]([CH3:12])([CH3:11])[CH3:10])[CH2:2]1.Cl[C:15]1[C:24]2[C:19](=[CH:20][C:21]([CH3:25])=[CH:22][CH:23]=2)[N:18]=[C:17]([C:26]2[CH:31]=[CH:30][CH:29]=[CH:28][C:27]=2[OH:32])[N:16]=1.C(N(CC)CC)C. Product: [OH:32][C:27]1[CH:28]=[CH:29][CH:30]=[CH:31][C:26]=1[C:17]1[N:16]=[C:15]([N:1]2[CH2:5][CH2:4][C@H:3]([NH:6][C:7](=[O:13])[O:8][C:9]([CH3:10])([CH3:12])[CH3:11])[CH2:2]2)[C:24]2[C:19](=[CH:20][C:21]([CH3:25])=[CH:22][CH:23]=2)[N:18]=1. The catalyst class is: 2. (3) Reactant: [CH:1]1([NH:6][NH:7][C:8](=[O:18])[C:9]2[C:14](I)=[CH:13][CH:12]=[N:11][C:10]=2[O:16][CH3:17])[CH2:5][CH2:4][CH2:3][CH2:2]1.N1CCC[C@H]1C(O)=O.C(=O)([O-])[O-].[K+].[K+].O. Product: [CH:1]1([N:6]2[C:14]3[CH:13]=[CH:12][N:11]=[C:10]([O:16][CH3:17])[C:9]=3[C:8](=[O:18])[NH:7]2)[CH2:5][CH2:4][CH2:3][CH2:2]1. The catalyst class is: 156.